Dataset: Reaction yield outcomes from USPTO patents with 853,638 reactions. Task: Predict the reaction yield, written as a fraction of the theoretical maximum amount of product (1.0 means a 100% yield; for example, 0.34 means a 34% yield). (1) The reactants are Cl[C:2]1[CH:3]=[C:4]([NH:10][C:11]2[CH:16]=[N:15][C:14]([O:17][CH2:18][CH2:19][N:20]([CH3:22])[CH3:21])=[CH:13][N:12]=2)[C:5](=[O:9])[N:6]([CH3:8])[N:7]=1.[O-]P([O-])([O-])=O.[K+].[K+].[K+].CC(C1C=C(C(C)C)C(C2C=CC=CC=2P(C2CCCCC2)C2CCCCC2)=C(C(C)C)C=1)C.[C:65]([C:69]1[CH:70]=[C:71]2[C:76](=[C:77]([F:79])[CH:78]=1)[C:75](=[O:80])[N:74]([C:81]1[CH:91]=[CH:90][CH:89]=[C:88](B3OC(C)(C)C(C)(C)O3)[C:82]=1[CH2:83][O:84]C(=O)C)[N:73]=[CH:72]2)([CH3:68])([CH3:67])[CH3:66].[OH-].[Na+]. The catalyst is C(O)CCC.O.C(Cl)Cl.C1C=CC(/C=C/C(/C=C/C2C=CC=CC=2)=O)=CC=1.C1C=CC(/C=C/C(/C=C/C2C=CC=CC=2)=O)=CC=1.[Pd]. The product is [C:65]([C:69]1[CH:70]=[C:71]2[C:76](=[C:77]([F:79])[CH:78]=1)[C:75](=[O:80])[N:74]([C:81]1[CH:91]=[CH:90][CH:89]=[C:88]([C:2]3[CH:3]=[C:4]([NH:10][C:11]4[CH:16]=[N:15][C:14]([O:17][CH2:18][CH2:19][N:20]([CH3:22])[CH3:21])=[CH:13][N:12]=4)[C:5](=[O:9])[N:6]([CH3:8])[N:7]=3)[C:82]=1[CH2:83][OH:84])[N:73]=[CH:72]2)([CH3:68])([CH3:66])[CH3:67]. The yield is 0.460. (2) The reactants are [NH2:1][C:2]1[S:3][CH:4]=[CH:5][N:6]=1.Cl[C:8]1[N:13]=[CH:12][C:11]([CH2:14][N:15]([CH3:23])[C:16](=[O:22])[O:17][C:18]([CH3:21])([CH3:20])[CH3:19])=[CH:10][CH:9]=1.C(=O)([O-])[O-].[Na+].[Na+]. The catalyst is C1COCC1.C1C=CC(/C=C/C(/C=C/C2C=CC=CC=2)=O)=CC=1.C1C=CC(/C=C/C(/C=C/C2C=CC=CC=2)=O)=CC=1.C1C=CC(/C=C/C(/C=C/C2C=CC=CC=2)=O)=CC=1.[Pd].[Pd].CC1(C)C2C(=C(P(C3C=CC=CC=3)C3C=CC=CC=3)C=CC=2)OC2C(P(C3C=CC=CC=3)C3C=CC=CC=3)=CC=CC1=2. The product is [CH3:23][N:15]([CH2:14][C:11]1[CH:12]=[N:13][C:8]([NH:1][C:2]2[S:3][CH:4]=[CH:5][N:6]=2)=[CH:9][CH:10]=1)[C:16](=[O:22])[O:17][C:18]([CH3:21])([CH3:19])[CH3:20]. The yield is 0.600.